From a dataset of Merck oncology drug combination screen with 23,052 pairs across 39 cell lines. Regression. Given two drug SMILES strings and cell line genomic features, predict the synergy score measuring deviation from expected non-interaction effect. (1) Drug 1: N#Cc1ccc(Cn2cncc2CN2CCN(c3cccc(Cl)c3)C(=O)C2)cc1. Drug 2: CCc1cnn2c(NCc3ccc[n+]([O-])c3)cc(N3CCCCC3CCO)nc12. Cell line: UWB1289. Synergy scores: synergy=3.99. (2) Drug 1: COC1CC2CCC(C)C(O)(O2)C(=O)C(=O)N2CCCCC2C(=O)OC(C(C)CC2CCC(OP(C)(C)=O)C(OC)C2)CC(=O)C(C)C=C(C)C(O)C(OC)C(=O)C(C)CC(C)C=CC=CC=C1C. Drug 2: CNC(=O)c1cc(Oc2ccc(NC(=O)Nc3ccc(Cl)c(C(F)(F)F)c3)cc2)ccn1. Cell line: NCIH2122. Synergy scores: synergy=14.4.